The task is: Regression. Given a peptide amino acid sequence and an MHC pseudo amino acid sequence, predict their binding affinity value. This is MHC class I binding data.. This data is from Peptide-MHC class I binding affinity with 185,985 pairs from IEDB/IMGT. (1) The peptide sequence is KSIEQHPVV. The MHC is HLA-B15:01 with pseudo-sequence HLA-B15:01. The binding affinity (normalized) is 0.607. (2) The peptide sequence is SLIVKCMPY. The MHC is HLA-B27:05 with pseudo-sequence HLA-B27:05. The binding affinity (normalized) is 0.0847. (3) The peptide sequence is FPVTPQVPL. The MHC is HLA-B08:01 with pseudo-sequence HLA-B08:01. The binding affinity (normalized) is 0.256. (4) The peptide sequence is GEIFGLLGP. The MHC is HLA-A31:01 with pseudo-sequence HLA-A31:01. The binding affinity (normalized) is 0.0847. (5) The peptide sequence is YCNYSRYWY. The binding affinity (normalized) is 0. The MHC is HLA-A26:01 with pseudo-sequence HLA-A26:01. (6) The peptide sequence is TPQAPTSEI. The binding affinity (normalized) is 0.774. The MHC is HLA-B07:02 with pseudo-sequence HLA-B07:02. (7) The peptide sequence is WPRHRRLSI. The MHC is HLA-A01:01 with pseudo-sequence HLA-A01:01. The binding affinity (normalized) is 0.0847.